Dataset: Catalyst prediction with 721,799 reactions and 888 catalyst types from USPTO. Task: Predict which catalyst facilitates the given reaction. (1) Reactant: [CH3:1][N:2]([C:12]1[CH:17]=[CH:16][CH:15]=[CH:14][CH:13]=1)[C:3]1[CH:11]=[CH:10][C:6]([C:7]([OH:9])=O)=[CH:5][CH:4]=1.[CH3:18][C:19]1([CH3:28])[CH2:24][CH:23]([NH2:25])[CH2:22][C:21]([CH3:27])([CH3:26])[NH:20]1.CN(C(ON1N=NC2C=CC=NC1=2)=[N+](C)C)C.F[P-](F)(F)(F)(F)F.C(N(C(C)C)C(C)C)C. Product: [CH3:1][N:2]([C:12]1[CH:17]=[CH:16][CH:15]=[CH:14][CH:13]=1)[C:3]1[CH:4]=[CH:5][C:6]([C:7]([NH:25][CH:23]2[CH2:24][C:19]([CH3:28])([CH3:18])[NH:20][C:21]([CH3:27])([CH3:26])[CH2:22]2)=[O:9])=[CH:10][CH:11]=1. The catalyst class is: 3. (2) Reactant: Cl[C:2]1[CH:7]=[CH:6][C:5]([N+:8]([O-:10])=[O:9])=[CH:4][N:3]=1.[Na].[CH2:12]([OH:19])[C:13]1[CH:18]=[CH:17][CH:16]=[CH:15][CH:14]=1. Product: [CH2:12]([O:19][C:2]1[CH:7]=[CH:6][C:5]([N+:8]([O-:10])=[O:9])=[CH:4][N:3]=1)[C:13]1[CH:18]=[CH:17][CH:16]=[CH:15][CH:14]=1. The catalyst class is: 11. (3) Reactant: [NH:1]1[CH2:6][CH2:5][CH2:4][CH2:3][CH2:2]1.Cl.C(N=C=NCCCN(C)C)C.[CH3:19][O:20][C:21]1[C:22](=[O:45])[C:23]([CH3:44])=[C:24]([CH2:30][C:31]2[CH:32]=[CH:33][C:34]([O:40][CH:41]([CH3:43])[CH3:42])=[C:35]([CH:39]=2)[C:36](O)=[O:37])[C:25](=[O:29])[C:26]=1[O:27][CH3:28]. Product: [CH3:19][O:20][C:21]1[C:22](=[O:45])[C:23]([CH3:44])=[C:24]([CH2:30][C:31]2[CH:32]=[CH:33][C:34]([O:40][CH:41]([CH3:42])[CH3:43])=[C:35]([CH:39]=2)[C:36]([N:1]2[CH2:6][CH2:5][CH2:4][CH2:3][CH2:2]2)=[O:37])[C:25](=[O:29])[C:26]=1[O:27][CH3:28]. The catalyst class is: 2. (4) Reactant: [N:1]1([CH2:7][CH2:8][NH:9][C:10]2[N:15]=[C:14]3[N:16](COCC[Si](C)(C)C)[N:17]=[C:18]([C:19]4[CH:24]=[CH:23][CH:22]=[C:21]([NH:25][CH2:26][C:27]5[CH:31]=[CH:30][S:29][CH:28]=5)[N:20]=4)[C:13]3=[CH:12][N:11]=2)[CH2:6][CH2:5][O:4][CH2:3][CH2:2]1.C(O)(C(F)(F)F)=O. Product: [N:1]1([CH2:7][CH2:8][NH:9][C:10]2[N:15]=[C:14]3[NH:16][N:17]=[C:18]([C:19]4[CH:24]=[CH:23][CH:22]=[C:21]([NH:25][CH2:26][C:27]5[CH:31]=[CH:30][S:29][CH:28]=5)[N:20]=4)[C:13]3=[CH:12][N:11]=2)[CH2:6][CH2:5][O:4][CH2:3][CH2:2]1. The catalyst class is: 4.